From a dataset of Peptide-MHC class II binding affinity with 134,281 pairs from IEDB. Regression. Given a peptide amino acid sequence and an MHC pseudo amino acid sequence, predict their binding affinity value. This is MHC class II binding data. (1) The MHC is H-2-IAb with pseudo-sequence H-2-IAb. The peptide sequence is RQAEPSLYGRHNCRC. The binding affinity (normalized) is 0. (2) The peptide sequence is GLVHVANNNYDPWTI. The MHC is DRB4_0101 with pseudo-sequence DRB4_0103. The binding affinity (normalized) is 0.313. (3) The peptide sequence is QLIQLINVDEVNQIVTT. The MHC is DRB1_0301 with pseudo-sequence DRB1_0301. The binding affinity (normalized) is 0.442. (4) The peptide sequence is KGSNPNYLALLVKYV. The MHC is DRB1_0901 with pseudo-sequence DRB1_0901. The binding affinity (normalized) is 0.769. (5) The peptide sequence is GDLYIFESRAICKYA. The MHC is DRB1_0405 with pseudo-sequence DRB1_0405. The binding affinity (normalized) is 0.592. (6) The peptide sequence is FLNFLEANGLNAIDF. The MHC is DRB1_0404 with pseudo-sequence DRB1_0404. The binding affinity (normalized) is 0.526. (7) The peptide sequence is KDKWIELKESWGAIWRIDTP. The MHC is HLA-DQA10501-DQB10301 with pseudo-sequence HLA-DQA10501-DQB10301. The binding affinity (normalized) is 0.557.